This data is from Full USPTO retrosynthesis dataset with 1.9M reactions from patents (1976-2016). The task is: Predict the reactants needed to synthesize the given product. Given the product [O:13]=[C:12]1[C:3]2[C:4](=[CH:5][C:6]([NH:7][C:28]([CH:25]3[CH2:24][CH2:23][N:22]([C:18]4[CH:19]=[CH:20][CH:21]=[C:16]([C:15]([F:32])([F:14])[F:31])[CH:17]=4)[CH2:27][CH2:26]3)=[O:29])=[CH:1][CH:2]=2)[C:8](=[O:9])[NH:10][NH:11]1, predict the reactants needed to synthesize it. The reactants are: [CH:1]1[C:6]([NH2:7])=[CH:5][C:4]2[C:8]([NH:10][NH:11][C:12](=[O:13])[C:3]=2[CH:2]=1)=[O:9].[F:14][C:15]([F:32])([F:31])[C:16]1[CH:17]=[C:18]([N:22]2[CH2:27][CH2:26][CH:25]([C:28](O)=[O:29])[CH2:24][CH2:23]2)[CH:19]=[CH:20][CH:21]=1.